Dataset: Catalyst prediction with 721,799 reactions and 888 catalyst types from USPTO. Task: Predict which catalyst facilitates the given reaction. (1) Reactant: [F:1][C:2]1[CH:7]=[C:6]([I:8])[CH:5]=[CH:4][C:3]=1[NH2:9].N1C=CC=CC=1.[CH3:16][S:17](Cl)(=[O:19])=[O:18].Cl. Product: [F:1][C:2]1[CH:7]=[C:6]([I:8])[CH:5]=[CH:4][C:3]=1[NH:9][S:17]([CH3:16])(=[O:19])=[O:18]. The catalyst class is: 4. (2) The catalyst class is: 4. Product: [CH3:11][O:12][C:13]1[CH:18]=[CH:17][C:16]([CH:19]([CH3:21])[CH3:20])=[CH:15][C:14]=1[CH2:22][N:23]1[CH2:28][CH2:27][N:26]([S:7]([C:1]2[CH:6]=[CH:5][CH:4]=[CH:3][CH:2]=2)(=[O:9])=[O:8])[CH2:25][CH2:24]1. Reactant: [C:1]1([S:7](Cl)(=[O:9])=[O:8])[CH:6]=[CH:5][CH:4]=[CH:3][CH:2]=1.[CH3:11][O:12][C:13]1[CH:18]=[CH:17][C:16]([CH:19]([CH3:21])[CH3:20])=[CH:15][C:14]=1[CH2:22][N:23]1[CH2:28][CH2:27][NH:26][CH2:25][CH2:24]1.C(N(CC)CC)C.O.